From a dataset of Full USPTO retrosynthesis dataset with 1.9M reactions from patents (1976-2016). Predict the reactants needed to synthesize the given product. (1) Given the product [CH3:36][C:33]1[CH:34]=[CH:35][C:30]([C:26]2[CH:27]=[CH:28][CH:29]=[C:24]([S:21]([NH:20][CH:19]3[C:13]4[CH:12]=[CH:11][CH:10]=[C:9]([O:8][CH2:7][C:6]([OH:38])=[O:5])[C:14]=4[CH2:15][CH2:16][CH2:17][CH2:18]3)(=[O:23])=[O:22])[CH:25]=2)=[CH:31][CH:32]=1, predict the reactants needed to synthesize it. The reactants are: C([O:5][C:6](=[O:38])[CH2:7][O:8][C:9]1[C:14]2[CH2:15][CH2:16][CH2:17][CH2:18][CH:19]([N:20](C)[S:21]([C:24]3[CH:25]=[C:26]([C:30]4[CH:35]=[CH:34][C:33]([CH3:36])=[CH:32][CH:31]=4)[CH:27]=[CH:28][CH:29]=3)(=[O:23])=[O:22])[C:13]=2[CH:12]=[CH:11][CH:10]=1)(C)(C)C.[OH-].[Na+]. (2) Given the product [CH2:27]([O:29][C:30]([C:32]1([C:35]2[CH:36]=[CH:37][C:38]([C:2]3[CH:3]=[CH:4][C:5]([C:8]4[O:12][N:11]=[C:10]([CH3:13])[C:9]=4[C@H:14]([O:15][C:16](=[O:26])[NH:17][CH2:18][CH3:20])[C:2]4[CH:7]=[CH:6][CH:5]=[CH:4][CH:3]=4)=[CH:6][CH:7]=3)=[CH:39][CH:40]=2)[CH2:33][CH2:34]1)=[O:31])[CH3:28], predict the reactants needed to synthesize it. The reactants are: Br[C:2]1[CH:7]=[CH:6][C:5]([C:8]2[O:12][N:11]=[C:10]([CH3:13])[C:9]=2[CH2:14][O:15][C:16](=[O:26])[NH:17][C@@H:18]([C:20]2C=CC=CC=2)C)=[CH:4][CH:3]=1.[CH2:27]([O:29][C:30]([C:32]1([C:35]2[CH:40]=[CH:39][C:38](B3OC(C)(C)C(C)(C)O3)=[CH:37][CH:36]=2)[CH2:34][CH2:33]1)=[O:31])[CH3:28].